From a dataset of Catalyst prediction with 721,799 reactions and 888 catalyst types from USPTO. Predict which catalyst facilitates the given reaction. (1) Reactant: [N:1]1[C:5]2[CH:6]=[CH:7][CH:8]=[CH:9][C:4]=2[NH:3][CH:2]=1.[H-].[Na+].[C:12]1([S:18]([C:21]2[CH:26]=[CH:25][C:24](Cl)=[CH:23][CH:22]=2)(=[O:20])=[O:19])[CH:17]=[CH:16][CH:15]=[CH:14][CH:13]=1. Product: [C:12]1([S:18]([C:21]2[CH:26]=[CH:25][C:24]([N:1]3[C:5]4[CH:6]=[CH:7][CH:8]=[CH:9][C:4]=4[N:3]=[CH:2]3)=[CH:23][CH:22]=2)(=[O:20])=[O:19])[CH:13]=[CH:14][CH:15]=[CH:16][CH:17]=1. The catalyst class is: 3. (2) Reactant: [C:1]1([C@H:7]2[C@H:16]3[CH2:17][CH2:18][N:19]([C:20]([C@H:22]4[CH2:27][CH2:26][CH2:25][CH2:24][C@H:23]4[NH:28][C:29](=[O:36])[C:30]4[CH:35]=[CH:34][CH:33]=[CH:32][CH:31]=4)=[O:21])[C@H:15]3[C:14]3[CH:13]=[CH:12][CH:11]=[CH:10][C:9]=3[NH:8]2)[CH:6]=[CH:5][CH:4]=[CH:3][CH:2]=1.C(N(CC)CC)C.[C:44](Cl)(=[O:46])[CH3:45].O. Product: [C:44]([N:8]1[C:9]2[CH:10]=[CH:11][CH:12]=[CH:13][C:14]=2[C@@H:15]2[N:19]([C:20]([C@H:22]3[CH2:27][CH2:26][CH2:25][CH2:24][C@H:23]3[NH:28][C:29](=[O:36])[C:30]3[CH:31]=[CH:32][CH:33]=[CH:34][CH:35]=3)=[O:21])[CH2:18][CH2:17][C@H:16]2[C@@H:7]1[C:1]1[CH:2]=[CH:3][CH:4]=[CH:5][CH:6]=1)(=[O:46])[CH3:45]. The catalyst class is: 22. (3) Reactant: [CH2:1](Cl)[C:2]1[CH:7]=[CH:6][CH:5]=[CH:4][CH:3]=1.[NH:9]1[CH2:14][CH2:13][CH:12]([C:15]([NH2:17])=[O:16])[CH2:11][CH2:10]1.C(=O)([O-])[O-].[K+].[K+]. Product: [CH2:1]([N:9]1[CH2:14][CH2:13][CH:12]([C:15]([NH2:17])=[O:16])[CH2:11][CH2:10]1)[C:2]1[CH:7]=[CH:6][CH:5]=[CH:4][CH:3]=1. The catalyst class is: 3. (4) Reactant: [F:1][C@H:2]([CH2:12][CH2:13][C:14]1[S:15][C:16]([NH:19][C:20](=[O:28])[CH2:21][C:22]2[CH:27]=[CH:26][CH:25]=[CH:24][N:23]=2)=[N:17][N:18]=1)[CH2:3][N:4]1[CH:8]=[C:7]([C:9]([O-:11])=O)[N:6]=[N:5]1.[Li+].CN(C(ON1N=NC2C=CC=NC1=2)=[N+](C)C)C.F[P-](F)(F)(F)(F)F.Cl.Cl.[F:56][C:57]([F:67])([F:66])[C:58]1[CH:63]=[CH:62][N:61]=[C:60]([CH2:64][NH2:65])[CH:59]=1.CCN(C(C)C)C(C)C. Product: [F:1][C@H:2]([CH2:12][CH2:13][C:14]1[S:15][C:16]([NH:19][C:20](=[O:28])[CH2:21][C:22]2[CH:27]=[CH:26][CH:25]=[CH:24][N:23]=2)=[N:17][N:18]=1)[CH2:3][N:4]1[CH:8]=[C:7]([C:9]([NH:65][CH2:64][C:60]2[CH:59]=[C:58]([C:57]([F:67])([F:56])[F:66])[CH:63]=[CH:62][N:61]=2)=[O:11])[N:6]=[N:5]1. The catalyst class is: 3. (5) Product: [Br:19][C:20]1[CH:21]=[C:22]([C:23](=[O:24])[CH2:8][C:2]2[CH:3]=[CH:4][CH:5]=[C:6]([CH3:7])[N:1]=2)[CH:28]=[CH:29][CH:30]=1. Reactant: [N:1]1[C:6]([CH3:7])=[CH:5][CH:4]=[CH:3][C:2]=1[CH3:8].C[Si](C)(C)N[Si](C)(C)C.[Na].[Br:19][C:20]1[CH:21]=[C:22]([CH:28]=[CH:29][CH:30]=1)[C:23](OCC)=[O:24].[Cl-].[NH4+]. The catalyst class is: 7. (6) Reactant: [S].S(=O)(=O)(O)O.[F:7][B-:8]([F:11])([F:10])[F:9].[CH2:12]([N:16]1[CH:20]=[CH:19][N:18]([CH3:21])[CH2:17]1)[CH2:13][CH2:14][CH3:15]. Product: [C:12].[F:7][B-:8]([F:11])([F:10])[F:9].[CH2:12]([N:16]1[CH:20]=[CH:19][N:18]([CH3:21])[CH2:17]1)[CH2:13][CH2:14][CH3:15]. The catalyst class is: 6.